From a dataset of Forward reaction prediction with 1.9M reactions from USPTO patents (1976-2016). Predict the product of the given reaction. (1) Given the reactants I[C:2]1[CH:11]=[C:10]2[C:5]([C:6]([NH:15][CH:16]([CH3:18])[CH3:17])=[C:7]([C:12]([NH2:14])=[O:13])[N:8]=[N:9]2)=[CH:4][CH:3]=1.[C:19]1([OH:25])[CH:24]=[CH:23][CH:22]=[CH:21][CH:20]=1.C(=O)([O-])[O-].[Cs+].[Cs+], predict the reaction product. The product is: [CH:16]([NH:15][C:6]1[C:5]2[C:10](=[CH:11][C:2]([O:25][C:19]3[CH:24]=[CH:23][CH:22]=[CH:21][CH:20]=3)=[CH:3][CH:4]=2)[N:9]=[N:8][C:7]=1[C:12]([NH2:14])=[O:13])([CH3:18])[CH3:17]. (2) Given the reactants [CH3:1][N:2]1[CH2:7][CH2:6][N:5]([CH:8]([C:14]2[CH:19]=[CH:18][CH:17]=[CH:16][CH:15]=2)[C:9]([O:11]CC)=[O:10])[CH2:4][C:3]1=[O:20].[OH-].[Li+], predict the reaction product. The product is: [CH3:1][N:2]1[CH2:7][CH2:6][N:5]([CH:8]([C:14]2[CH:19]=[CH:18][CH:17]=[CH:16][CH:15]=2)[C:9]([OH:11])=[O:10])[CH2:4][C:3]1=[O:20]. (3) Given the reactants [Cl:1][C:2]1[N:7]=[C:6]([NH:8][CH2:9][C:10]2[CH:11]=[C:12]3[C:17](=[CH:18][CH:19]=2)[N:16]=[CH:15][CH:14]=[CH:13]3)[C:5]([N+:20]([O-])=O)=[C:4]([NH:23][C:24](=[O:26])[CH3:25])[CH:3]=1, predict the reaction product. The product is: [NH2:20][C:5]1[C:6]([NH:8][CH2:9][C:10]2[CH:11]=[C:12]3[C:17](=[CH:18][CH:19]=2)[N:16]=[CH:15][CH:14]=[CH:13]3)=[N:7][C:2]([Cl:1])=[CH:3][C:4]=1[NH:23][C:24](=[O:26])[CH3:25]. (4) Given the reactants [CH3:1][S:2][C:3]1[N:8]=[CH:7][C:6]([C:9](OC)=[O:10])=[CH:5][N:4]=1.CC(C[AlH]CC(C)C)C, predict the reaction product. The product is: [CH3:1][S:2][C:3]1[N:8]=[CH:7][C:6]([CH2:9][OH:10])=[CH:5][N:4]=1. (5) Given the reactants N[CH2:2][C:3]1[CH:4]=[N:5][C:6]([Cl:9])=[N:7][CH:8]=1.[OH-].[Na+].[C:12](O[C:12]([O:14][C:15]([CH3:18])([CH3:17])[CH3:16])=[O:13])([O:14][C:15]([CH3:18])([CH3:17])[CH3:16])=[O:13].[CH2:27](Cl)Cl, predict the reaction product. The product is: [Cl:9][C:6]1[N:5]=[CH:4][C:3]([CH2:8][NH:7][C:12](=[O:13])[O:14][C:15]([CH3:18])([CH3:17])[CH3:16])=[CH:2][CH:27]=1. (6) Given the reactants [NH2:1][C:2]1[C:3]2[N:4]([C:8]([C@H:25]3[CH2:30][CH2:29][C@H:28]([C:31](O)=[O:32])[CH2:27][CH2:26]3)=[N:9][C:10]=2[C:11]2[CH:16]=[CH:15][CH:14]=[C:13]([O:17][CH2:18][C:19]3[CH:24]=[CH:23][CH:22]=[CH:21][CH:20]=3)[CH:12]=2)[CH:5]=[CH:6][N:7]=1.Cl.CN.C[CH2:38][N:39](C(C)C)C(C)C.C1C=NC2N(O)N=NC=2C=1.C(Cl)CCl, predict the reaction product. The product is: [CH3:38][NH:39][C:31]([C@H:28]1[CH2:29][CH2:30][C@H:25]([C:8]2[N:4]3[CH:5]=[CH:6][N:7]=[C:2]([NH2:1])[C:3]3=[C:10]([C:11]3[CH:16]=[CH:15][CH:14]=[C:13]([O:17][CH2:18][C:19]4[CH:24]=[CH:23][CH:22]=[CH:21][CH:20]=4)[CH:12]=3)[N:9]=2)[CH2:26][CH2:27]1)=[O:32].